The task is: Predict the reactants needed to synthesize the given product.. This data is from Full USPTO retrosynthesis dataset with 1.9M reactions from patents (1976-2016). (1) Given the product [F:1][C:2]([F:16])([F:17])[C:3]1[CH:4]=[C:5]([C@@H:13]([O:15][C:31](=[NH:32])[C:30]([Cl:34])([Cl:33])[Cl:29])[CH3:14])[CH:6]=[C:7]([C:9]([F:10])([F:11])[F:12])[CH:8]=1, predict the reactants needed to synthesize it. The reactants are: [F:1][C:2]([F:17])([F:16])[C:3]1[CH:4]=[C:5]([C@@H:13]([OH:15])[CH3:14])[CH:6]=[C:7]([C:9]([F:12])([F:11])[F:10])[CH:8]=1.C1CCN2C(=NCCC2)CC1.[Cl:29][C:30]([Cl:34])([Cl:33])[C:31]#[N:32]. (2) The reactants are: [Cl-].[Ca+2].[Cl-].[O:4]1[CH:6]([CH2:7][CH2:8][CH2:9][CH2:10][CH2:11][CH2:12][CH2:13][CH2:14][CH2:15][CH3:16])[CH2:5]1.S(=O)(=O)(O)O.[C:22](=[O:25])([O-])O.[Na+].[CH2:27]([OH:30])[CH2:28]O. Given the product [OH:25][CH2:22][CH2:16][CH2:15][CH2:14][CH2:13][CH2:12][CH2:11][CH2:10][CH2:9][CH2:8][CH2:7][CH2:6][O:4][CH2:5][CH2:5][CH2:6][CH2:7][CH2:8][CH2:9][CH2:10][CH2:11][CH2:12][CH2:13][CH2:28][CH2:27][OH:30], predict the reactants needed to synthesize it. (3) The reactants are: [CH:1]1([N:4]2[C:13]3[C:8](=[CH:9][C:10]([F:17])=[C:11](F)[C:12]=3[O:14][CH3:15])[C:7](=[O:18])[C:6]([C:19]([OH:21])=[O:20])=[CH:5]2)[CH2:3][CH2:2]1.[CH3:22][CH:23]1[CH2:28][NH:27][CH2:26][CH2:25][NH:24]1.COC(=O)OC. Given the product [CH3:22][CH:23]1[NH:24][CH2:25][CH2:26][N:27]([C:11]2[C:12]([O:14][CH3:15])=[C:13]3[N:4]([CH:1]4[CH2:3][CH2:2]4)[CH:5]=[C:6]([C:19]([OH:21])=[O:20])[C:7](=[O:18])[C:8]3=[CH:9][C:10]=2[F:17])[CH2:28]1, predict the reactants needed to synthesize it. (4) Given the product [Cl:16][C:17]1[CH:18]=[C:19]([NH:20][C:2]2[N:7]=[C:6]([C:8]3[N:12]([CH3:13])[C:11]([CH3:14])=[N:10][CH:9]=3)[C:5]([F:15])=[CH:4][N:3]=2)[CH:21]=[C:22]([Cl:24])[CH:23]=1, predict the reactants needed to synthesize it. The reactants are: Cl[C:2]1[N:7]=[C:6]([C:8]2[N:12]([CH3:13])[C:11]([CH3:14])=[N:10][CH:9]=2)[C:5]([F:15])=[CH:4][N:3]=1.[Cl:16][C:17]1[CH:18]=[C:19]([CH:21]=[C:22]([Cl:24])[CH:23]=1)[NH2:20].